Dataset: Peptide-MHC class II binding affinity with 134,281 pairs from IEDB. Task: Regression. Given a peptide amino acid sequence and an MHC pseudo amino acid sequence, predict their binding affinity value. This is MHC class II binding data. (1) The peptide sequence is LRKDYIKRQGSTPLA. The MHC is DRB1_0101 with pseudo-sequence DRB1_0101. The binding affinity (normalized) is 0.778. (2) The peptide sequence is QSQCRTFRGRVLDMF. The MHC is DRB1_0101 with pseudo-sequence DRB1_0101. The binding affinity (normalized) is 0.560. (3) The peptide sequence is VIPAGELQVIEKVDA. The MHC is HLA-DQA10102-DQB10602 with pseudo-sequence HLA-DQA10102-DQB10602. The binding affinity (normalized) is 0.152.